Predict the reactants needed to synthesize the given product. From a dataset of Full USPTO retrosynthesis dataset with 1.9M reactions from patents (1976-2016). (1) Given the product [NH2:41][C:12]([CH3:13])([CH2:11][N:9]1[CH:8]=[C:5]2[N:6]=[CH:7][C:2]([Br:1])=[CH:3][C:4]2=[N:10]1)[C:24]#[N:25].[Br:33][C:31]1[CH:30]=[N:29][C:28]2=[CH:34][N:25]([CH2:24][C:23](=[O:22])[CH3:35])[N:26]=[C:27]2[CH:32]=1.[Br:36][C:37]1[CH:38]=[C:39]([N+:45]([O-:47])=[O:46])[C:40]([CH:43]=[O:44])=[N:41][CH:42]=1.[Br:58][C:52]1[CH:53]=[C:54]([N+:55]([O-:57])=[O:56])[C:49]([CH:18]=[CH2:19])=[N:50][CH:51]=1, predict the reactants needed to synthesize it. The reactants are: [Br:1][C:2]1[CH:7]=[N:6][C:5]2=[CH:8][N:9]([CH2:11][C:12](=O)[CH3:13])[N:10]=[C:4]2[CH:3]=1.[Si]([O:22][CH:23]([CH3:35])[CH2:24][N:25]1[CH:34]=[C:28]2[N:29]=[CH:30][C:31]([Br:33])=[CH:32][C:27]2=[N:26]1)([C:18](C)(C)[CH3:19])(C)C.[Br:36][C:37]1[CH:38]=[C:39]([N+:45]([O-:47])=[O:46])[C:40]([CH:43]=[O:44])=[N:41][CH:42]=1.N[C:49]1[C:54]([N+:55]([O-:57])=[O:56])=[CH:53][C:52]([Br:58])=[CH:51][N:50]=1.BrC1C=C([N+]([O-])=O)C(I)=NC=1.I([O-])(=O)(=O)=O.[Na+]. (2) Given the product [NH2:12][C:13]1[N:14]=[C:15]([N:24]2[CH2:25][CH2:26][N:27]([C:30](=[O:40])[CH2:31][O:32][C:33]3[CH:38]=[CH:37][C:36]([Cl:39])=[CH:35][CH:34]=3)[CH2:28][CH2:29]2)[C:16]2[N:22]=[C:21]([C:6]3[CH:7]=[CH:8][C:3]([O:2][CH3:1])=[CH:4][CH:5]=3)[CH:20]=[CH:19][C:17]=2[N:18]=1, predict the reactants needed to synthesize it. The reactants are: [CH3:1][O:2][C:3]1[CH:8]=[CH:7][C:6](B(O)O)=[CH:5][CH:4]=1.[NH2:12][C:13]1[N:14]=[C:15]([N:24]2[CH2:29][CH2:28][N:27]([C:30](=[O:40])[CH2:31][O:32][C:33]3[CH:38]=[CH:37][C:36]([Cl:39])=[CH:35][CH:34]=3)[CH2:26][CH2:25]2)[C:16]2[N:22]=[C:21](Cl)[CH:20]=[CH:19][C:17]=2[N:18]=1.